Regression. Given two drug SMILES strings and cell line genomic features, predict the synergy score measuring deviation from expected non-interaction effect. From a dataset of NCI-60 drug combinations with 297,098 pairs across 59 cell lines. Drug 1: C1=NC2=C(N=C(N=C2N1C3C(C(C(O3)CO)O)F)Cl)N. Drug 2: CCN(CC)CCCC(C)NC1=C2C=C(C=CC2=NC3=C1C=CC(=C3)Cl)OC. Cell line: IGROV1. Synergy scores: CSS=0.614, Synergy_ZIP=0.473, Synergy_Bliss=1.25, Synergy_Loewe=0.374, Synergy_HSA=0.403.